From a dataset of Forward reaction prediction with 1.9M reactions from USPTO patents (1976-2016). Predict the product of the given reaction. (1) Given the reactants [CH2:1]([C@@H:5]1[NH:10][CH2:9][C@H:8]([CH2:11][CH:12]([CH3:14])[CH3:13])[NH:7][C:6]1=[O:15])[CH:2]([CH3:4])[CH3:3].[CH3:16][S:17][C:18]1[CH:23]=[CH:22][C:21](/[CH:24]=[CH:25]/[C:26](O)=[O:27])=[CH:20][CH:19]=1.C([C@@H]1N(C([C@@H]2C[C@H]2C2C=CC=CC=2)=O)C[C@H](CC(C)C)NC1=O)C(C)C, predict the reaction product. The product is: [CH2:1]([C@@H:5]1[N:10]([C:26](=[O:27])/[CH:25]=[CH:24]/[C:21]2[CH:22]=[CH:23][C:18]([S:17][CH3:16])=[CH:19][CH:20]=2)[CH2:9][C@H:8]([CH2:11][CH:12]([CH3:14])[CH3:13])[NH:7][C:6]1=[O:15])[CH:2]([CH3:4])[CH3:3]. (2) Given the reactants [CH2:1]([N:3]1[C:15]2[CH:14]=[CH:13][C:12]([CH:16]=[C:17]([C:28]#[N:29])[C:18]3[CH:23]=[CH:22][C:21]([C:24]([F:27])([F:26])[F:25])=[CH:20][CH:19]=3)=[CH:11][C:10]=2[C:9]2[C:4]1=[CH:5][CH:6]=[CH:7][CH:8]=2)[CH3:2].[C-:30]#[N:31].[Na+].C([O-])(=O)C.C([O-])(=O)C.C([O-])(=O)C.C([O-])(=O)C.[Pb+4], predict the reaction product. The product is: [CH2:1]([N:3]1[C:15]2[CH:14]=[CH:13][C:12]([C:16]([C:30]#[N:31])=[C:17]([C:28]#[N:29])[C:18]3[CH:19]=[CH:20][C:21]([C:24]([F:27])([F:25])[F:26])=[CH:22][CH:23]=3)=[CH:11][C:10]=2[C:9]2[C:4]1=[CH:5][CH:6]=[CH:7][CH:8]=2)[CH3:2]. (3) Given the reactants [OH:1][C:2]1[CH:3]=[C:4]2[C:9](=[CH:10][CH:11]=1)[C:8]([C:12]([OH:14])=[O:13])=[CH:7][CH:6]=[CH:5]2.Cl[C:16]1[C:25]2[C:20](=[CH:21][C:22]([O:26][CH3:27])=[CH:23][CH:24]=2)[N:19]=[CH:18][CH:17]=1, predict the reaction product. The product is: [CH3:27][O:26][C:22]1[CH:21]=[C:20]2[C:25]([C:16]([O:1][C:2]3[CH:3]=[C:4]4[C:9](=[CH:10][CH:11]=3)[C:8]([C:12]([OH:14])=[O:13])=[CH:7][CH:6]=[CH:5]4)=[CH:17][CH:18]=[N:19]2)=[CH:24][CH:23]=1. (4) Given the reactants [NH2:1][C:2]1[CH:11]=[C:10]([F:12])[CH:9]=[C:8]2[C:3]=1[C:4]([CH2:14][C:15]1[N:19]=[CH:18][N:17](C)[N:16]=1)=[N:5][NH:6][C:7]2=[O:13].[F:21][C:22]1[CH:29]=[CH:28][C:25]([CH:26]=O)=[CH:24][CH:23]=1.[C:30](#N)C, predict the reaction product. The product is: [F:12][C:10]1[CH:9]=[C:8]2[C:3]([C:4]([CH2:14][C:15]3[N:16]([CH3:30])[N:17]=[CH:18][N:19]=3)=[N:5][NH:6][C:7]2=[O:13])=[C:2](/[N:1]=[CH:26]/[C:25]2[CH:28]=[CH:29][C:22]([F:21])=[CH:23][CH:24]=2)[CH:11]=1. (5) Given the reactants [CH3:1][O:2][C:3]([C:5]1([CH3:17])[CH2:9][CH2:8][CH2:7][N:6]1[N:10]=[CH:11][CH2:12][C:13]([CH3:16])([CH3:15])[CH3:14])=[O:4].C(O)(=O)C.C([BH3-])#N.[Na+].C(=O)(O)[O-].[Na+], predict the reaction product. The product is: [CH3:1][O:2][C:3]([C:5]1([CH3:17])[CH2:9][CH2:8][CH2:7][N:6]1[NH:10][CH2:11][CH2:12][C:13]([CH3:16])([CH3:15])[CH3:14])=[O:4].